The task is: Predict the reactants needed to synthesize the given product.. This data is from Full USPTO retrosynthesis dataset with 1.9M reactions from patents (1976-2016). (1) Given the product [C:1]([O:5][C:6](=[O:30])[CH2:7][C@@H:8]([CH2:20][S:21]([C:24]1[CH:29]=[CH:28][CH:27]=[CH:26][CH:25]=1)(=[O:23])=[O:22])[NH2:9])([CH3:4])([CH3:2])[CH3:3], predict the reactants needed to synthesize it. The reactants are: [C:1]([O:5][C:6](=[O:30])[CH2:7][C@@H:8]([CH2:20][S:21]([C:24]1[CH:29]=[CH:28][CH:27]=[CH:26][CH:25]=1)(=[O:23])=[O:22])[NH:9]C(OCC1C=CC=CC=1)=O)([CH3:4])([CH3:3])[CH3:2].[H][H]. (2) Given the product [Cl:1][C:2]1[N:7]=[CH:6][C:5]2[C:8]([NH2:45])=[N:9][N:10]([C:11]([C:24]3[CH:29]=[CH:28][CH:27]=[CH:26][CH:25]=3)([C:18]3[CH:23]=[CH:22][CH:21]=[CH:20][CH:19]=3)[C:12]3[CH:17]=[CH:16][CH:15]=[CH:14][CH:13]=3)[C:4]=2[CH:3]=1, predict the reactants needed to synthesize it. The reactants are: [Cl:1][C:2]1[N:7]=[CH:6][C:5]2[C:8](I)=[N:9][N:10]([C:11]([C:24]3[CH:29]=[CH:28][CH:27]=[CH:26][CH:25]=3)([C:18]3[CH:23]=[CH:22][CH:21]=[CH:20][CH:19]=3)[C:12]3[CH:17]=[CH:16][CH:15]=[CH:14][CH:13]=3)[C:4]=2[CH:3]=1.C(CC(=O)C)(=O)C.C(=O)([O-])[O-].[Cs+].[Cs+].[OH-].[NH4+:45]. (3) Given the product [C:15]([C:11]1[CH:12]=[CH:13][N:14]2[C:9]([CH:10]=1)=[C:8]([S:17][C:18]1[CH:23]=[CH:22][C:21]([S:24](=[O:30])(=[O:29])[NH:25][CH:26]3[CH2:27][CH2:28]3)=[CH:20][CH:19]=1)[C:7]([CH3:31])=[C:6]2[CH2:5][C:4]([OH:32])=[O:3])#[N:16], predict the reactants needed to synthesize it. The reactants are: C([O:3][C:4](=[O:32])[CH2:5][C:6]1[N:14]2[C:9]([CH:10]=[C:11]([C:15]#[N:16])[CH:12]=[CH:13]2)=[C:8]([S:17][C:18]2[CH:23]=[CH:22][C:21]([S:24](=[O:30])(=[O:29])[NH:25][CH:26]3[CH2:28][CH2:27]3)=[CH:20][CH:19]=2)[C:7]=1[CH3:31])C.[OH-].[Na+]. (4) Given the product [Cl:1][C:2]1[N:7]=[CH:6][C:5]([CH2:8][N:9]2[C:13]([CH3:14])=[CH:12][C:11]([C:15]3[O:17][N:34]=[C:32]([C:29]4[CH:30]=[CH:31][C:26]([CH2:25][N:21]([CH:22]([CH3:24])[CH3:23])[CH:18]([CH3:20])[CH3:19])=[CH:27][CH:28]=4)[N:33]=3)=[CH:10]2)=[CH:4][CH:3]=1, predict the reactants needed to synthesize it. The reactants are: [Cl:1][C:2]1[N:7]=[CH:6][C:5]([CH2:8][N:9]2[C:13]([CH3:14])=[CH:12][C:11]([C:15]([OH:17])=O)=[CH:10]2)=[CH:4][CH:3]=1.[CH:18]([N:21]([CH2:25][C:26]1[CH:31]=[CH:30][C:29]([C:32](=[N:34]O)[NH2:33])=[CH:28][CH:27]=1)[CH:22]([CH3:24])[CH3:23])([CH3:20])[CH3:19]. (5) Given the product [O:28]1[CH2:29][CH2:30][N:25]([C:2]2[CH:3]=[CH:4][C:5]3[O:11][CH2:10][CH:9]4[CH2:12][N:13]([C:16]([O:18][C:19]([CH3:22])([CH3:21])[CH3:20])=[O:17])[CH2:14][CH2:15][N:8]4[C:7](=[O:23])[C:6]=3[CH:24]=2)[CH2:26][CH2:27]1, predict the reactants needed to synthesize it. The reactants are: Br[C:2]1[CH:3]=[CH:4][C:5]2[O:11][CH2:10][CH:9]3[CH2:12][N:13]([C:16]([O:18][C:19]([CH3:22])([CH3:21])[CH3:20])=[O:17])[CH2:14][CH2:15][N:8]3[C:7](=[O:23])[C:6]=2[CH:24]=1.[NH:25]1[CH2:30][CH2:29][O:28][CH2:27][CH2:26]1.CC(C)([O-])C.[Na+].C1(C)C=CC=CC=1. (6) Given the product [C:1]([NH:5][NH:6][C:12]([O:11][C:8]([CH3:10])([CH3:9])[CH3:7])=[O:13])([CH3:4])([CH3:3])[CH3:2], predict the reactants needed to synthesize it. The reactants are: [C:1]([NH:5][NH2:6])([CH3:4])([CH3:3])[CH3:2].[CH3:7][C:8]([O:11][C:12](O[C:12]([O:11][C:8]([CH3:10])([CH3:9])[CH3:7])=[O:13])=[O:13])([CH3:10])[CH3:9].C([O-])([O-])=O.[Na+].[Na+].C(#N)C.